This data is from Reaction yield outcomes from USPTO patents with 853,638 reactions. The task is: Predict the reaction yield, written as a fraction of the theoretical maximum amount of product (1.0 means a 100% yield; for example, 0.34 means a 34% yield). (1) The reactants are [Cl:1][C:2]1[CH:24]=[CH:23][C:5]2[N:6]=[C:7]([C:9]3[CH:10]=[C:11]([C:15]4([CH3:22])[NH:20][C:19](=O)[CH2:18][O:17][CH2:16]4)[CH:12]=[CH:13][CH:14]=3)[O:8][C:4]=2[CH:3]=1.COC1C=CC(P2(SP(C3C=CC(OC)=CC=3)(=S)S2)=[S:34])=CC=1. No catalyst specified. The product is [Cl:1][C:2]1[CH:24]=[CH:23][C:5]2[N:6]=[C:7]([C:9]3[CH:10]=[C:11]([C:15]4([CH3:22])[NH:20][C:19](=[S:34])[CH2:18][O:17][CH2:16]4)[CH:12]=[CH:13][CH:14]=3)[O:8][C:4]=2[CH:3]=1. The yield is 0.790. (2) The reactants are C([O:3][C:4](=O)[C:5]([CH3:27])=[CH:6][CH:7]=[CH:8][C:9]([CH3:26])=[CH:10][CH:11]=[CH:12][CH:13]=[C:14]([CH3:25])[CH:15]=[CH:16][CH:17]=[C:18]([CH3:24])[C:19](OCC)=[O:20])C.[H-].C([Al+]CC(C)C)C(C)C.C1(C)C=CC=CC=1.[OH-].[Na+]. The catalyst is C(Cl)Cl.O. The product is [CH3:24][C:18](=[CH:17][CH:16]=[CH:15][C:14]([CH3:25])=[CH:13][CH:12]=[CH:11][CH:10]=[C:9]([CH3:26])[CH:8]=[CH:7][CH:6]=[C:5]([CH3:27])[CH2:4][OH:3])[CH2:19][OH:20]. The yield is 0.850. (3) The reactants are [CH3:1][O:2][C:3]([C:5]1[C:13]2[C:8](=[N:9][CH:10]=[C:11]([Cl:14])[CH:12]=2)[NH:7][C:6]=1[CH3:15])=[O:4].[OH-].[Na+].[C:18]1([S:24](Cl)(=[O:26])=[O:25])[CH:23]=[CH:22][CH:21]=[CH:20][CH:19]=1. The catalyst is [Cl-].C([N+](CC)(CC)CC)C1C=CC=CC=1.ClCCl. The product is [CH3:1][O:2][C:3]([C:5]1[C:13]2[C:8](=[N:9][CH:10]=[C:11]([Cl:14])[CH:12]=2)[N:7]([S:24]([C:18]2[CH:23]=[CH:22][CH:21]=[CH:20][CH:19]=2)(=[O:26])=[O:25])[C:6]=1[CH3:15])=[O:4]. The yield is 0.300. (4) The reactants are [Cl:1][C:2]1[C:7]([C:8]2[CH2:9][C:10]([CH3:17])([CH3:16])[NH:11][C:12]([CH3:15])([CH3:14])[CH:13]=2)=[N:6][C:5]2[N:18]([CH:21]([CH3:23])[CH3:22])[N:19]=[CH:20][C:4]=2[C:3]=1[C:24]([OH:26])=O.[NH2:27][CH2:28][C:29]1[C:30](=[O:37])[NH:31][C:32]([CH3:36])=[CH:33][C:34]=1[CH3:35].C1CN([P+](ON2N=NC3C=CC=CC2=3)(N2CCCC2)N2CCCC2)CC1.F[P-](F)(F)(F)(F)F.O. The catalyst is CS(C)=O.CO.C(Cl)Cl. The product is [Cl:1][C:2]1[C:7]([C:8]2[CH2:9][C:10]([CH3:17])([CH3:16])[NH:11][C:12]([CH3:14])([CH3:15])[CH:13]=2)=[N:6][C:5]2[N:18]([CH:21]([CH3:23])[CH3:22])[N:19]=[CH:20][C:4]=2[C:3]=1[C:24]([NH:27][CH2:28][C:29]1[C:30](=[O:37])[NH:31][C:32]([CH3:36])=[CH:33][C:34]=1[CH3:35])=[O:26]. The yield is 0.260. (5) The reactants are [C:1]([C:5]1[CH:10]=[C:9]([C:11]2[N:12]=[C:13]([CH2:16][NH:17][CH2:18][C:19]3[CH:24]=[CH:23][C:22]([N+:25]([O-])=O)=[CH:21][CH:20]=3)[S:14][CH:15]=2)[CH:8]=[C:7]([C:28]([CH3:31])([CH3:30])[CH3:29])[C:6]=1[OH:32])([CH3:4])([CH3:3])[CH3:2].C(C1C=C(C2N=C(CN(C)CC3C=CC([N+]([O-])=O)=CC=3)SC=2)C=C(C(C)(C)C)C=1O)(C)(C)C. No catalyst specified. The product is [NH2:25][C:22]1[CH:21]=[CH:20][C:19]([CH2:18][NH:17][CH2:16][C:13]2[S:14][CH:15]=[C:11]([C:9]3[CH:10]=[C:5]([C:1]([CH3:2])([CH3:3])[CH3:4])[C:6]([OH:32])=[C:7]([C:28]([CH3:31])([CH3:30])[CH3:29])[CH:8]=3)[N:12]=2)=[CH:24][CH:23]=1. The yield is 0.830.